Dataset: Buchwald-Hartwig C-N cross coupling reaction yields with 55,370 reactions. Task: Predict the reaction yield, written as a fraction of the theoretical maximum amount of product (1.0 means a 100% yield; for example, 0.34 means a 34% yield). The yield is 0.225. The product is Cc1ccc(Nc2ccc(C(F)(F)F)cc2)cc1. No catalyst specified. The reactants are FC(F)(F)c1ccc(I)cc1.Cc1ccc(N)cc1.O=S(=O)(O[Pd]1c2ccccc2-c2ccccc2N~1)C(F)(F)F.COc1ccc(OC)c(P(C(C)(C)C)C(C)(C)C)c1-c1c(C(C)C)cc(C(C)C)cc1C(C)C.CN1CCCN2CCCN=C12.CCOC(=O)c1cnoc1.